This data is from Forward reaction prediction with 1.9M reactions from USPTO patents (1976-2016). The task is: Predict the product of the given reaction. (1) Given the reactants [OH:1][C:2]1[CH:7]=[CH:6][C:5]([C:8](=[O:12])[CH2:9][CH2:10][CH3:11])=[CH:4][CH:3]=1.Br[CH2:14][CH2:15][CH2:16][C:17]([O:19][CH2:20][CH3:21])=[O:18], predict the reaction product. The product is: [C:8]([C:5]1[CH:4]=[CH:3][C:2]([O:1][CH2:14][CH2:15][CH2:16][C:17]([O:19][CH2:20][CH3:21])=[O:18])=[CH:7][CH:6]=1)(=[O:12])[CH2:9][CH2:10][CH3:11]. (2) Given the reactants [F:1][C:2]1[CH:10]=[CH:9][C:5]([C:6]([OH:8])=O)=[CH:4][C:3]=1[NH:11][C:12]([C:14]1[N:18]2[CH:19]=[CH:20][C:21]([CH3:23])=[CH:22][C:17]2=[N:16][CH:15]=1)=[O:13].CN(C(ON1N=NC2C=CC=NC1=2)=[N+](C)C)C.F[P-](F)(F)(F)(F)F.[NH2:48][C@@H:49]([CH2:58][OH:59])[C@H:50]([C:52]1[CH:57]=[CH:56][CH:55]=[CH:54][CH:53]=1)[OH:51].C(N(C(C)C)CC)(C)C, predict the reaction product. The product is: [OH:51][C@@H:50]([C:52]1[CH:57]=[CH:56][CH:55]=[CH:54][CH:53]=1)[C@@H:49]([NH:48][C:6]([C:5]1[CH:9]=[CH:10][C:2]([F:1])=[C:3]([NH:11][C:12]([C:14]2[N:18]3[CH:19]=[CH:20][C:21]([CH3:23])=[CH:22][C:17]3=[N:16][CH:15]=2)=[O:13])[CH:4]=1)=[O:8])[CH2:58][OH:59]. (3) Given the reactants [C:1]1([OH:7])[CH:6]=[CH:5][CH:4]=[CH:3][CH:2]=1.[S:8](N1C=CN=C1)([N:11]1[CH:15]=[CH:14][N:13]=[CH:12]1)(=[O:10])=[O:9].C([O-])([O-])=O.[Cs+].[Cs+], predict the reaction product. The product is: [N:11]1([S:8]([O:7][C:1]2[CH:6]=[CH:5][CH:4]=[CH:3][CH:2]=2)(=[O:10])=[O:9])[CH:15]=[CH:14][N:13]=[CH:12]1. (4) Given the reactants [C:1]([C:5]1[NH:6][C:7]2[C:12]([CH:13]=1)=[CH:11][C:10]([NH:14][C:15]1[N:27]=[CH:26][C:25]([CH:28]3[CH2:30][CH2:29]3)=[CH:24][C:16]=1[C:17]([O:19]CCCC)=[O:18])=[CH:9][CH:8]=2)([CH3:4])([CH3:3])[CH3:2].[CH3:31]C(C)([O-])C.[K+].IC.Cl, predict the reaction product. The product is: [C:1]([C:5]1[N:6]([CH3:31])[C:7]2[C:12]([CH:13]=1)=[CH:11][C:10]([NH:14][C:15]1[N:27]=[CH:26][C:25]([CH:28]3[CH2:29][CH2:30]3)=[CH:24][C:16]=1[C:17]([OH:19])=[O:18])=[CH:9][CH:8]=2)([CH3:2])([CH3:3])[CH3:4]. (5) Given the reactants O[Li].O.[C:4]([O:8][C:9](=[O:36])[CH2:10][CH2:11][CH2:12][CH2:13][C:14]1[N:15]([C:29]2[CH:34]=[CH:33][C:32]([F:35])=[CH:31][CH:30]=2)[C:16](=[O:28])[C:17]2[C:22]([CH:23]=1)=[CH:21][C:20]([C:24]([O:26]C)=[O:25])=[CH:19][CH:18]=2)([CH3:7])([CH3:6])[CH3:5], predict the reaction product. The product is: [C:4]([O:8][C:9](=[O:36])[CH2:10][CH2:11][CH2:12][CH2:13][C:14]1[N:15]([C:29]2[CH:34]=[CH:33][C:32]([F:35])=[CH:31][CH:30]=2)[C:16](=[O:28])[C:17]2[C:22]([CH:23]=1)=[CH:21][C:20]([C:24]([OH:26])=[O:25])=[CH:19][CH:18]=2)([CH3:7])([CH3:5])[CH3:6]. (6) Given the reactants Cl[C:2]1[CH:7]=[C:6]([C:8]2[CH:13]=[CH:12][CH:11]=[CH:10][CH:9]=2)[N:5]=[C:4]([NH:14][C:15](=[O:29])[CH2:16][CH2:17][C:18]([C:20]2[CH:21]=[CH:22][C:23]3[O:27][CH2:26][CH2:25][C:24]=3[CH:28]=2)=[O:19])[CH:3]=1.C1(C2C=CC=CC=2)C=CC=CC=1P(C1CCCCC1)C1CCCCC1.C(=O)([O-])[O-].[K+].[K+].[C:61]([CH2:64][CH2:65][C:66]1[CH:71]=[CH:70][C:69](B(O)O)=[CH:68][CH:67]=1)([OH:63])=[O:62], predict the reaction product. The product is: [O:27]1[C:23]2[CH:22]=[CH:21][C:20]([C:18](=[O:19])[CH2:17][CH2:16][C:15]([NH:14][C:4]3[CH:3]=[C:2]([C:69]4[CH:70]=[CH:71][C:66]([CH2:65][CH2:64][C:61]([OH:63])=[O:62])=[CH:67][CH:68]=4)[CH:7]=[C:6]([C:8]4[CH:13]=[CH:12][CH:11]=[CH:10][CH:9]=4)[N:5]=3)=[O:29])=[CH:28][C:24]=2[CH2:25][CH2:26]1. (7) Given the reactants [CH3:1][C:2]([CH3:30])([CH3:29])[C:3]#[C:4][C:5]1[S:9][C:8]([C:10]([O:12]C)=[O:11])=[C:7]([N:14]([C@H:24]2[CH2:28][CH2:27][NH:26][CH2:25]2)[C:15]([C@H:17]2[CH2:22][CH2:21][C@H:20]([CH3:23])[CH2:19][CH2:18]2)=[O:16])[CH:6]=1.O1CCCC1.O.[OH-].[Li+].Cl, predict the reaction product. The product is: [CH3:29][C:2]([CH3:1])([CH3:30])[C:3]#[C:4][C:5]1[S:9][C:8]([C:10]([OH:12])=[O:11])=[C:7]([N:14]([C@H:24]2[CH2:28][CH2:27][NH:26][CH2:25]2)[C:15]([C@H:17]2[CH2:22][CH2:21][C@H:20]([CH3:23])[CH2:19][CH2:18]2)=[O:16])[CH:6]=1. (8) Given the reactants CO[CH:3](OC)[N:4]([CH3:6])[CH3:5].[CH3:9][S:10][C:11]1[N:16]=[C:15]([C:17](=[O:19])[CH3:18])[CH:14]=[CH:13][N:12]=1, predict the reaction product. The product is: [CH3:6][N:4]([CH3:5])/[CH:3]=[CH:18]/[C:17]([C:15]1[CH:14]=[CH:13][N:12]=[C:11]([S:10][CH3:9])[N:16]=1)=[O:19]. (9) Given the reactants Cl[C:2]1[C:3]([NH:8][C:9]2[CH:14]=[CH:13][CH:12]=[CH:11][CH:10]=2)=[N:4][CH:5]=[CH:6][N:7]=1.[CH3:15][C:16]1[CH:17]=[C:18]([CH:20]=[C:21]([CH3:23])[CH:22]=1)[NH2:19], predict the reaction product. The product is: [CH3:15][C:16]1[CH:17]=[C:18]([NH:19][C:2]2[C:3]([NH:8][C:9]3[CH:14]=[CH:13][CH:12]=[CH:11][CH:10]=3)=[N:4][CH:5]=[CH:6][N:7]=2)[CH:20]=[C:21]([CH3:23])[CH:22]=1. (10) Given the reactants C([O:3][C:4](=[O:23])[C:5]1[CH:10]=[C:9]([O:11][C:12]([F:15])([F:14])[F:13])[C:8]([CH:16]2[O:20][CH2:19][CH2:18][O:17]2)=[C:7]([Cl:21])[C:6]=1[NH2:22])C.NC1C(Cl)=C(C=O)C(C(F)(F)F)=CC=1C(O)=O, predict the reaction product. The product is: [NH2:22][C:6]1[C:7]([Cl:21])=[C:8]([CH:16]2[O:17][CH2:18][CH2:19][O:20]2)[C:9]([O:11][C:12]([F:13])([F:15])[F:14])=[CH:10][C:5]=1[C:4]([OH:23])=[O:3].